This data is from Forward reaction prediction with 1.9M reactions from USPTO patents (1976-2016). The task is: Predict the product of the given reaction. (1) Given the reactants [F:1][C:2]([F:39])([C:18]([F:38])([F:37])[C:19]([F:36])([F:35])[C:20]([F:34])([F:33])[CH2:21][N:22]1C(=O)C2C(=CC=CC=2)C1=O)[CH2:3][O:4][CH2:5][CH2:6][O:7][CH2:8][CH2:9][O:10][CH2:11][CH2:12][O:13][CH2:14][CH2:15][O:16][CH3:17].NN, predict the reaction product. The product is: [F:1][C:2]([F:39])([C:18]([F:37])([F:38])[C:19]([F:35])([F:36])[C:20]([F:34])([F:33])[CH2:21][NH2:22])[CH2:3][O:4][CH2:5][CH2:6][O:7][CH2:8][CH2:9][O:10][CH2:11][CH2:12][O:13][CH2:14][CH2:15][O:16][CH3:17]. (2) Given the reactants CNCCNC.Br[C:8]1[CH:9]=[N:10][CH:11]=[CH:12][CH:13]=1.[Cl:14][C:15]1[C:19]([NH:20][C:21](=[O:23])[CH3:22])=[CH:18][NH:17][N:16]=1.C(=O)([O-])[O-].[K+].[K+], predict the reaction product. The product is: [Cl:14][C:15]1[C:19]([NH:20][C:21](=[O:23])[CH3:22])=[CH:18][N:17]([C:8]2[CH:9]=[N:10][CH:11]=[CH:12][CH:13]=2)[N:16]=1.